The task is: Predict the reaction yield, written as a fraction of the theoretical maximum amount of product (1.0 means a 100% yield; for example, 0.34 means a 34% yield).. This data is from Reaction yield outcomes from USPTO patents with 853,638 reactions. (1) The reactants are Br[C:2]1[C:11]([O:12][C:13]2[C:22]3[C:17](=[CH:18][C:19]([O:25][CH3:26])=[C:20]([O:23][CH3:24])[CH:21]=3)[N:16]=[CH:15][CH:14]=2)=[CH:10][C:9]2[C:4](=[CH:5][CH:6]=[CH:7][CH:8]=2)[N:3]=1.[N:27]1[CH:32]=[CH:31][CH:30]=[C:29](B(O)O)[CH:28]=1.C(=O)([O-])[O-].[K+].[K+]. The catalyst is CN(C)C=O. The product is [CH3:24][O:23][C:20]1[CH:21]=[C:22]2[C:17](=[CH:18][C:19]=1[O:25][CH3:26])[N:16]=[CH:15][CH:14]=[C:13]2[O:12][C:11]1[C:2]([C:29]2[CH:28]=[N:27][CH:32]=[CH:31][CH:30]=2)=[N:3][C:4]2[C:9]([CH:10]=1)=[CH:8][CH:7]=[CH:6][CH:5]=2. The yield is 0.330. (2) The catalyst is O1CCOCC1.O.[Cu]Br. The yield is 0.640. The product is [Br:21][C:2]1[CH:3]=[CH:4][C:5]([F:16])=[C:6]([C:8]2[C:9]([C:14]#[N:15])=[CH:10][CH:11]=[CH:12][CH:13]=2)[CH:7]=1. The reactants are N[C:2]1[CH:3]=[CH:4][C:5]([F:16])=[C:6]([C:8]2[C:9]([C:14]#[N:15])=[CH:10][CH:11]=[CH:12][CH:13]=2)[CH:7]=1.N([O-])=O.[Na+].[BrH:21].